Task: Regression. Given two drug SMILES strings and cell line genomic features, predict the synergy score measuring deviation from expected non-interaction effect.. Dataset: NCI-60 drug combinations with 297,098 pairs across 59 cell lines (1) Drug 2: CC1=CC2C(CCC3(C2CCC3(C(=O)C)OC(=O)C)C)C4(C1=CC(=O)CC4)C. Cell line: T-47D. Synergy scores: CSS=14.8, Synergy_ZIP=-3.34, Synergy_Bliss=5.08, Synergy_Loewe=5.75, Synergy_HSA=6.63. Drug 1: C1CC(=O)NC(=O)C1N2CC3=C(C2=O)C=CC=C3N. (2) Drug 1: COC1=NC(=NC2=C1N=CN2C3C(C(C(O3)CO)O)O)N. Drug 2: CC1C(C(CC(O1)OC2CC(CC3=C2C(=C4C(=C3O)C(=O)C5=CC=CC=C5C4=O)O)(C(=O)C)O)N)O. Cell line: SNB-75. Synergy scores: CSS=44.9, Synergy_ZIP=-1.98, Synergy_Bliss=-0.627, Synergy_Loewe=-21.9, Synergy_HSA=4.98. (3) Drug 1: CC1=C2C(C(=O)C3(C(CC4C(C3C(C(C2(C)C)(CC1OC(=O)C(C(C5=CC=CC=C5)NC(=O)OC(C)(C)C)O)O)OC(=O)C6=CC=CC=C6)(CO4)OC(=O)C)OC)C)OC. Drug 2: C1=NC2=C(N=C(N=C2N1C3C(C(C(O3)CO)O)O)F)N. Cell line: MDA-MB-231. Synergy scores: CSS=35.3, Synergy_ZIP=-1.98, Synergy_Bliss=-1.57, Synergy_Loewe=-9.16, Synergy_HSA=0.435. (4) Drug 1: CC(C1=C(C=CC(=C1Cl)F)Cl)OC2=C(N=CC(=C2)C3=CN(N=C3)C4CCNCC4)N. Drug 2: C1C(C(OC1N2C=NC3=C2NC=NCC3O)CO)O. Cell line: SK-MEL-28. Synergy scores: CSS=1.51, Synergy_ZIP=1.90, Synergy_Bliss=6.20, Synergy_Loewe=0.572, Synergy_HSA=1.92. (5) Synergy scores: CSS=46.2, Synergy_ZIP=0.971, Synergy_Bliss=-1.18, Synergy_Loewe=-13.3, Synergy_HSA=1.43. Drug 2: C1=NC2=C(N1)C(=S)N=C(N2)N. Cell line: HT29. Drug 1: C1CC(=O)NC(=O)C1N2CC3=C(C2=O)C=CC=C3N.